From a dataset of Full USPTO retrosynthesis dataset with 1.9M reactions from patents (1976-2016). Predict the reactants needed to synthesize the given product. (1) Given the product [NH2:1][C:2]1[C:11]2[C:6](=[CH:7][CH:8]=[CH:9][C:10]=2[O:12][CH2:13][C@@H:14]([NH:17][C:34]([C:31]2[CH:32]=[CH:33][C:25]3[O:24][CH2:29][CH2:28][O:27][C:26]=3[CH:30]=2)=[O:35])[CH2:15][CH3:16])[N:5]=[C:4]([CH3:18])[C:3]=1[C:19]([O:21][CH2:22][CH3:23])=[O:20], predict the reactants needed to synthesize it. The reactants are: [NH2:1][C:2]1[C:11]2[C:6](=[CH:7][CH:8]=[CH:9][C:10]=2[O:12][CH2:13][C@@H:14]([NH2:17])[CH2:15][CH3:16])[N:5]=[C:4]([CH3:18])[C:3]=1[C:19]([O:21][CH2:22][CH3:23])=[O:20].[O:24]1[CH2:29][CH2:28][O:27][C:26]2[CH:30]=[C:31]([C:34](O)=[O:35])[CH:32]=[CH:33][C:25]1=2. (2) Given the product [CH3:13][C:4]1[NH:5][C:6]2[CH2:7][CH2:8][CH2:9][C:10](=[O:12])[C:11]=2[C:3]=1[CH2:2][C:14]1[CH:19]=[CH:18][CH:17]=[CH:16][C:15]=1[S:20]([N:23]1[CH2:24][CH2:25][CH2:26][CH2:27]1)(=[O:22])=[O:21], predict the reactants needed to synthesize it. The reactants are: O[CH:2]([C:14]1[CH:19]=[CH:18][CH:17]=[CH:16][C:15]=1[S:20]([N:23]1[CH2:27][CH2:26][CH2:25][CH2:24]1)(=[O:22])=[O:21])[C:3]1[C:11]2[C:10](=[O:12])[CH2:9][CH2:8][CH2:7][C:6]=2[NH:5][C:4]=1[CH3:13].C([SiH](CC)CC)C.FC(F)(F)C(O)=O. (3) Given the product [OH:25][C:15]1[C:14]([CH3:26])=[C:13]([CH:18]=[CH:17][C:16]=1[C:19](=[O:24])[CH2:20][CH:21]([CH3:23])[CH3:22])[O:12][CH2:11][CH2:10][CH2:9][CH2:8][O:27][C:28]1[CH:37]=[C:36]2[C:31]([CH:32]=[CH:33][C:34](=[O:38])[O:35]2)=[CH:30][CH:29]=1, predict the reactants needed to synthesize it. The reactants are: C(=O)([O-])[O-].[K+].[K+].Br[CH2:8][CH2:9][CH2:10][CH2:11][O:12][C:13]1[CH:18]=[CH:17][C:16]([C:19](=[O:24])[CH2:20][CH:21]([CH3:23])[CH3:22])=[C:15]([OH:25])[C:14]=1[CH3:26].[OH:27][C:28]1[CH:37]=[C:36]2[C:31]([CH:32]=[CH:33][C:34](=[O:38])[O:35]2)=[CH:30][CH:29]=1. (4) Given the product [CH2:28]([NH+:30]([CH2:33][CH3:34])[CH2:31][CH3:32])[CH3:29].[C:26]([N:27]=[C:8]1[C:7](=[O:24])[C:6]([O-:5])=[C:9]1[CH:10]=[C:11]1[C:19]([CH3:21])([CH3:20])[C:18]2[C:13](=[CH:14][CH:15]=[CH:16][CH:17]=2)[N:12]1[CH3:22])#[N:25], predict the reactants needed to synthesize it. The reactants are: C([O:5][C:6]1[C:7](=[O:24])[C:8](=O)[C:9]=1[CH:10]=[C:11]1[C:19]([CH3:21])([CH3:20])[C:18]2[C:13](=[CH:14][CH:15]=[CH:16][CH:17]=2)[N:12]1[CH3:22])CCC.[N:25]#[C:26][NH2:27].[CH2:28]([N:30]([CH2:33][CH3:34])[CH2:31][CH3:32])[CH3:29]. (5) Given the product [CH:5]1([NH:11][C:12]2[CH:21]=[C:20]3[C:15]([C:16](=[O:30])[C:17]([CH2:27][NH:28][OH:29])=[CH:18][N:19]3[CH:22]3[CH2:26][CH2:25][CH2:24][CH2:23]3)=[CH:14][C:13]=2[F:31])[CH2:6][CH2:7][CH2:8][CH2:9][CH2:10]1, predict the reactants needed to synthesize it. The reactants are: C([BH3-])#N.[Na+].[CH:5]1([NH:11][C:12]2[CH:21]=[C:20]3[C:15]([C:16](=[O:30])[C:17]([CH:27]=[N:28][OH:29])=[CH:18][N:19]3[CH:22]3[CH2:26][CH2:25][CH2:24][CH2:23]3)=[CH:14][C:13]=2[F:31])[CH2:10][CH2:9][CH2:8][CH2:7][CH2:6]1.O1CCOCC1.Cl.[OH-].[Na+]. (6) Given the product [Cl:18][C:16]1[CH:17]=[C:12]([C:6]2[C:5]3[N:19]([CH2:20][C@H:21]4[CH2:26][CH2:25][C@H:24]([CH3:27])[CH2:23][CH2:22]4)[C:2]([NH:28][C:29]4[CH:34]=[CH:33][CH:32]=[CH:31][N:30]=4)=[N:3][C:4]=3[CH:9]=[C:8]([C:10]#[N:11])[N:7]=2)[CH:13]=[N:14][CH:15]=1, predict the reactants needed to synthesize it. The reactants are: Br[C:2]1[N:19]([CH2:20][C@H:21]2[CH2:26][CH2:25][C@H:24]([CH3:27])[CH2:23][CH2:22]2)[C:5]2[C:6]([C:12]3[CH:13]=[N:14][CH:15]=[C:16]([Cl:18])[CH:17]=3)=[N:7][C:8]([C:10]#[N:11])=[CH:9][C:4]=2[N:3]=1.[NH2:28][C:29]1[CH:34]=[CH:33][CH:32]=[CH:31][N:30]=1.C1C=CC(P(C2C(C3C(P(C4C=CC=CC=4)C4C=CC=CC=4)=CC=C4C=3C=CC=C4)=C3C(C=CC=C3)=CC=2)C2C=CC=CC=2)=CC=1.CC(C)([O-])C.[K+]. (7) Given the product [CH2:1]([O:3][C:4](=[O:29])[CH2:5][CH2:6][CH2:7][O:8][C:9]1[CH:14]=[CH:13][CH:12]=[C:11]([CH2:15][CH2:16][CH2:17][CH2:18][CH2:19][CH2:20][O:42][C:40]2[CH:39]=[C:33]([C:34](=[O:35])[N:36]([CH3:38])[CH3:37])[CH:32]=[C:31]([Br:30])[CH:41]=2)[C:10]=1[CH2:22][CH2:23][C:24]([O:26][CH2:27][CH3:28])=[O:25])[CH3:2], predict the reactants needed to synthesize it. The reactants are: [CH2:1]([O:3][C:4](=[O:29])[CH2:5][CH2:6][CH2:7][O:8][C:9]1[CH:14]=[CH:13][CH:12]=[C:11]([CH2:15][CH2:16][CH2:17][CH2:18][CH2:19][CH2:20]Br)[C:10]=1[CH2:22][CH2:23][C:24]([O:26][CH2:27][CH3:28])=[O:25])[CH3:2].[Br:30][C:31]1[CH:32]=[C:33]([CH:39]=[C:40]([OH:42])[CH:41]=1)[C:34]([N:36]([CH3:38])[CH3:37])=[O:35].C(=O)([O-])[O-].[K+].[K+]. (8) Given the product [CH3:26][N:27]([CH3:43])[C:28]1[CH:33]=[C:32]([C:2]2[CH:3]=[N:4][N:5]([C:9]3[CH:24]=[CH:23][C:12]([C:13]([NH:15][CH2:16][CH:17]4[CH2:22][CH2:21][O:20][CH2:19][CH2:18]4)=[O:14])=[CH:11][N:10]=3)[C:6]=2[O:7][CH3:8])[CH:31]=[CH:30][N:29]=1, predict the reactants needed to synthesize it. The reactants are: Br[C:2]1[CH:3]=[N:4][N:5]([C:9]2[CH:24]=[CH:23][C:12]([C:13]([NH:15][CH2:16][CH:17]3[CH2:22][CH2:21][O:20][CH2:19][CH2:18]3)=[O:14])=[CH:11][N:10]=2)[C:6]=1[O:7][CH3:8].Cl.[CH3:26][N:27]([CH3:43])[C:28]1[CH:33]=[C:32](B2OC(C)(C)C(C)(C)O2)[CH:31]=[CH:30][N:29]=1.C(=O)(O)[O-].[Na+]. (9) Given the product [Cl:1][C:2]1[CH:3]=[CH:4][C:5](/[C:10](/[I:28])=[CH:11]/[CH2:12][OH:13])=[N:6][C:7]=1[O:8][CH3:9], predict the reactants needed to synthesize it. The reactants are: [Cl:1][C:2]1[CH:3]=[CH:4][C:5]([C:10]#[C:11][CH2:12][OH:13])=[N:6][C:7]=1[O:8][CH3:9].[H-].COCCO[Al+]OCCOC.[Na+].[H-].[I:28]N1C(=O)CCC1=O.Cl.